This data is from Reaction yield outcomes from USPTO patents with 853,638 reactions. The task is: Predict the reaction yield, written as a fraction of the theoretical maximum amount of product (1.0 means a 100% yield; for example, 0.34 means a 34% yield). (1) The product is [Br:43][C:2]1[CH:7]=[CH:6][C:5]([N:8]([C:13]2[C:32]([CH:33]3[CH2:35][CH2:34]3)=[CH:31][C:16]3[C:17]([C:27]([NH:29][CH3:30])=[O:28])=[C:18]([C:20]4[CH:25]=[CH:24][C:23]([F:26])=[CH:22][CH:21]=4)[O:19][C:15]=3[CH:14]=2)[S:9]([CH3:12])(=[O:11])=[O:10])=[CH:4][C:3]=1[CH2:36][CH2:37][OH:38]. The yield is 0.650. The catalyst is CC#N.O.[Cu]Br. The reactants are N[C:2]1[CH:7]=[CH:6][C:5]([N:8]([C:13]2[C:32]([CH:33]3[CH2:35][CH2:34]3)=[CH:31][C:16]3[C:17]([C:27]([NH:29][CH3:30])=[O:28])=[C:18]([C:20]4[CH:25]=[CH:24][C:23]([F:26])=[CH:22][CH:21]=4)[O:19][C:15]=3[CH:14]=2)[S:9]([CH3:12])(=[O:11])=[O:10])=[CH:4][C:3]=1[CH2:36][CH2:37][OH:38].N([O-])=O.[Na+].[BrH:43]. (2) The reactants are ClC1C=C(Cl)C2N(C(C(O)=O)=CN=2)N=1.[Br:15][C:16]1[C:17]2[N:18]([C:23]([C:26]([OH:28])=O)=[CH:24][N:25]=2)[N:19]=[C:20]([Cl:22])[CH:21]=1.C(Cl)(=O)C(Cl)=O.[F:35][C:36]1[CH:37]=[N:38][CH:39]=[CH:40][C:41]=1[NH2:42].C(N(CC)C(C)C)(C)C.ClC1C=C(Cl)C2N(C(C(NC3C=CN=CC=3F)=O)=CN=2)N=1. The catalyst is ClCCCl.CN(C)C=O. The product is [Br:15][C:16]1[C:17]2[N:18]([C:23]([C:26]([NH:42][C:41]3[CH:40]=[CH:39][N:38]=[CH:37][C:36]=3[F:35])=[O:28])=[CH:24][N:25]=2)[N:19]=[C:20]([Cl:22])[CH:21]=1. The yield is 0.800. (3) The reactants are [CH2:1]([O:8][C:9]1[C:10]([CH3:18])=[N:11][CH:12]=[C:13]([CH3:17])[C:14]=1[CH2:15][OH:16])[C:2]1[CH:7]=[CH:6][CH:5]=[CH:4][CH:3]=1. The catalyst is C1(C)C=CC=CC=1.O=[Mn]=O. The product is [CH2:1]([O:8][C:9]1[C:10]([CH3:18])=[N:11][CH:12]=[C:13]([CH3:17])[C:14]=1[CH:15]=[O:16])[C:2]1[CH:3]=[CH:4][CH:5]=[CH:6][CH:7]=1. The yield is 0.700. (4) The reactants are [Cl:1][C:2]1[N:7]=[N:6][C:5]([NH2:8])=[CH:4][CH:3]=1.C(=O)(O)[O-].[Na+].[Br:14]Br. The catalyst is C(O)C. The product is [Br:14][C:4]1[CH:3]=[C:2]([Cl:1])[N:7]=[N:6][C:5]=1[NH2:8]. The yield is 0.713.